Dataset: Catalyst prediction with 721,799 reactions and 888 catalyst types from USPTO. Task: Predict which catalyst facilitates the given reaction. (1) Reactant: C(N(CCC)[C:5]1[CH:10]=[CH:9][C:8]([NH:11][C:12](=[O:27])[C:13]2[CH:18]=[CH:17][C:16]([CH2:19][NH:20][CH2:21][C:22]3[NH:23][CH:24]=[CH:25][N:26]=3)=[CH:15][CH:14]=2)=[CH:7][CH:6]=1)CC.[N:31]1[CH:36]=[CH:35][CH:34]=[C:33]([CH:37]=O)[CH:32]=1.[C:39]([BH3-])#[N:40].[Na+].C(=O)(O)[O-].[Na+]. Product: [CH2:6]([N:40]([CH2:39][C:5]1[CH:6]=[CH:7][C:8]([NH:11][C:12](=[O:27])[C:13]2[CH:18]=[CH:17][C:16]([CH2:19][N:20]([CH2:21][C:22]3[NH:23][CH:24]=[CH:25][N:26]=3)[CH2:37][C:33]3[CH:32]=[N:31][CH:36]=[CH:35][CH:34]=3)=[CH:15][CH:14]=2)=[CH:9][CH:10]=1)[CH2:7][CH2:8][CH3:9])[CH2:5][CH3:10]. The catalyst class is: 130. (2) Reactant: [F:1][C:2]([F:14])([F:13])[O:3][C:4]1[CH:12]=[CH:11][CH:10]=[CH:9][C:5]=1[C:6]([OH:8])=O.Cl.[CH3:16][NH:17][O:18][CH3:19].O.ON1C2C=CC=CC=2N=N1.Cl.CN(C)CCCN=C=NCC. Product: [CH3:19][O:18][N:17]([CH3:16])[C:6](=[O:8])[C:5]1[CH:9]=[CH:10][CH:11]=[CH:12][C:4]=1[O:3][C:2]([F:1])([F:14])[F:13]. The catalyst class is: 681. (3) Reactant: FC(F)(F)C(O)=O.[CH3:8][S:9]([C:12]1[CH:33]=[CH:32][C:15]([O:16][C:17]2[N:22]=[CH:21][N:20]=[C:19]3[N:23]([CH:26]4[CH2:31][CH2:30][NH:29][CH2:28][CH2:27]4)[N:24]=[CH:25][C:18]=23)=[CH:14][CH:13]=1)(=[O:11])=[O:10].[CH:34]([C:37]1[CH:44]=[CH:43][C:40]([CH:41]=O)=[CH:39][CH:38]=1)([CH3:36])[CH3:35].C(N(CC)CC)C.C(O[BH-](OC(=O)C)OC(=O)C)(=O)C.[Na+]. Product: [CH:34]([C:37]1[CH:44]=[CH:43][C:40]([CH2:41][N:29]2[CH2:28][CH2:27][CH:26]([N:23]3[C:19]4=[N:20][CH:21]=[N:22][C:17]([O:16][C:15]5[CH:14]=[CH:13][C:12]([S:9]([CH3:8])(=[O:11])=[O:10])=[CH:33][CH:32]=5)=[C:18]4[CH:25]=[N:24]3)[CH2:31][CH2:30]2)=[CH:39][CH:38]=1)([CH3:36])[CH3:35]. The catalyst class is: 26. (4) Reactant: [Cl:1][C:2]1[CH:3]=[C:4]([CH:19]=[CH:20][C:21]=1[Cl:22])[O:5][CH:6]1[CH2:11][CH2:10][N:9]([CH2:12][CH:13]2[CH2:18][CH2:17][NH:16][CH2:15][CH2:14]2)[CH2:8][CH2:7]1.[C:23](#[N:26])[CH:24]=[CH2:25].C(N(C(C)C)CC)(C)C.CN(C)C=O. Product: [Cl:1][C:2]1[CH:3]=[C:4]([CH:19]=[CH:20][C:21]=1[Cl:22])[O:5][CH:6]1[CH2:7][CH2:8][N:9]([CH2:12][CH:13]2[CH2:14][CH2:15][N:16]([CH2:25][CH2:24][C:23]#[N:26])[CH2:17][CH2:18]2)[CH2:10][CH2:11]1. The catalyst class is: 6.